Dataset: Reaction yield outcomes from USPTO patents with 853,638 reactions. Task: Predict the reaction yield, written as a fraction of the theoretical maximum amount of product (1.0 means a 100% yield; for example, 0.34 means a 34% yield). (1) The reactants are [F:1][C:2]([F:28])([F:27])[C:3]1[CH:4]=[C:5]([NH:13][C:14](=[O:26])[C:15]2[CH:20]=[C:19](I)[CH:18]=[CH:17][C:16]=2[O:22][CH2:23][O:24][CH3:25])[CH:6]=[C:7]([C:9]([F:12])([F:11])[F:10])[CH:8]=1.C([Sn](CCCC)(CCCC)[C:34]1[CH:39]=[CH:38][CH:37]=[CH:36][N:35]=1)CCC.O. The catalyst is CN(C)C=O.Cl[Pd](Cl)([P](C1C=CC=CC=1)(C1C=CC=CC=1)C1C=CC=CC=1)[P](C1C=CC=CC=1)(C1C=CC=CC=1)C1C=CC=CC=1. The product is [F:1][C:2]([F:28])([F:27])[C:3]1[CH:4]=[C:5]([NH:13][C:14](=[O:26])[C:15]2[CH:20]=[C:19]([C:34]3[CH:39]=[CH:38][CH:37]=[CH:36][N:35]=3)[CH:18]=[CH:17][C:16]=2[O:22][CH2:23][O:24][CH3:25])[CH:6]=[C:7]([C:9]([F:12])([F:11])[F:10])[CH:8]=1. The yield is 0.208. (2) The reactants are [CH2:1]([O:5][C:6]1[CH:11]=[CH:10][C:9]([CH2:12][C@H:13]([NH:18][C:19]([C@@H:21](/[CH:30]=[CH:31]/[CH2:32][CH2:33][CH2:34][CH2:35][CH2:36][CH2:37][CH:38]([OH:46])[CH2:39][CH2:40][CH2:41][CH2:42][CH2:43][CH2:44][CH3:45])[C@@:22]([OH:29])([CH2:26][CH2:27][OH:28])[C:23]([O-:25])=[O:24])=[O:20])[C:14]([O:16]C)=[O:15])=[CH:8][CH:7]=1)[C:2]#[C:3][CH3:4].CO.C(=O)([O-])[O-].[K+].[K+]. The catalyst is O. The product is [CH2:1]([O:5][C:6]1[CH:11]=[CH:10][C:9]([CH2:12][C@H:13]([NH:18][C:19]([C@@H:21](/[CH:30]=[CH:31]/[CH2:32][CH2:33][CH2:34][CH2:35][CH2:36][CH2:37][CH:38]([OH:46])[CH2:39][CH2:40][CH2:41][CH2:42][CH2:43][CH2:44][CH3:45])[C@@:22]([OH:29])([CH2:26][CH2:27][OH:28])[C:23]([OH:25])=[O:24])=[O:20])[C:14]([OH:16])=[O:15])=[CH:8][CH:7]=1)[C:2]#[C:3][CH3:4]. The yield is 0.410. (3) The reactants are C(OC([N:8]1[CH2:13][CH2:12][N:11]([C:14]2[CH:15]=[N:16][C:17]([NH:20][C:21]3[N:22]=[CH:23][C:24]4[CH:30]=[C:29]([CH2:31][O:32][CH2:33][CH2:34][O:35][CH3:36])[C:28](=[O:37])[N:27]([CH:38]5[CH2:42][CH2:41][CH2:40][CH2:39]5)[C:25]=4[N:26]=3)=[CH:18][CH:19]=2)[CH2:10][CH2:9]1)=O)(C)(C)C.[ClH:43]. The catalyst is ClCCl.C(OCC)C. The product is [ClH:43].[CH:38]1([N:27]2[C:25]3[N:26]=[C:21]([NH:20][C:17]4[CH:18]=[CH:19][C:14]([N:11]5[CH2:10][CH2:9][NH:8][CH2:13][CH2:12]5)=[CH:15][N:16]=4)[N:22]=[CH:23][C:24]=3[CH:30]=[C:29]([CH2:31][O:32][CH2:33][CH2:34][O:35][CH3:36])[C:28]2=[O:37])[CH2:39][CH2:40][CH2:41][CH2:42]1. The yield is 0.859. (4) The product is [F:1][C:2]1[CH:3]=[CH:4][C:5]([NH:8][C:9]([C:11]2([C:14]([NH:52][C:53]3[CH:58]=[CH:57][C:56]([OH:59])=[CH:55][C:54]=3[F:60])=[O:16])[CH2:12][CH2:13]2)=[O:10])=[CH:6][CH:7]=1. The reactants are [F:1][C:2]1[CH:7]=[CH:6][C:5]([NH:8][C:9]([C:11]2([C:14]([OH:16])=O)[CH2:13][CH2:12]2)=[O:10])=[CH:4][CH:3]=1.C(N(CC)CC)C.F[P-](F)(F)(F)(F)F.N1(O[P+](N(C)C)(N(C)C)N(C)C)C2C=CC=CC=2N=N1.Cl.[NH2:52][C:53]1[CH:58]=[CH:57][C:56]([OH:59])=[CH:55][C:54]=1[F:60]. The yield is 0.390. The catalyst is CN(C)C=O. (5) The reactants are [CH:1]1([N:7]2[C:12](=[O:13])[C:11]([C:14]([NH:16][CH2:17][C:18]([O:20]CC)=[O:19])=[O:15])=[C:10]([OH:23])[N:9]([CH:24]3[CH2:29][CH2:28][CH2:27][N:26](C(OCC4C=CC=CC=4)=O)[CH2:25]3)[C:8]2=[O:40])[CH2:6][CH2:5][CH2:4][CH2:3][CH2:2]1.[BrH:41]. The catalyst is C(O)(=O)C.O. The product is [BrH:41].[CH:1]1([N:7]2[C:12](=[O:13])[C:11]([C:14]([NH:16][CH2:17][C:18]([OH:20])=[O:19])=[O:15])=[C:10]([OH:23])[N:9]([CH:24]3[CH2:29][CH2:28][CH2:27][NH:26][CH2:25]3)[C:8]2=[O:40])[CH2:6][CH2:5][CH2:4][CH2:3][CH2:2]1. The yield is 0.200. (6) The reactants are C(OC([N:8]1[CH2:13][CH2:12][N:11]([CH2:14][C:15]2[CH:20]=[CH:19][C:18]([O:21][CH2:22][CH2:23][CH2:24][N:25]3[CH2:30][CH2:29][CH2:28][CH2:27][CH2:26]3)=[CH:17][CH:16]=2)[CH2:10][CH2:9]1)=O)(C)(C)C.[Cl:31]CCl.CO.[ClH:36]. The catalyst is C(OCC)C. The product is [ClH:31].[ClH:36].[ClH:31].[N:25]1([CH2:24][CH2:23][CH2:22][O:21][C:18]2[CH:19]=[CH:20][C:15]([CH2:14][N:11]3[CH2:12][CH2:13][NH:8][CH2:9][CH2:10]3)=[CH:16][CH:17]=2)[CH2:26][CH2:27][CH2:28][CH2:29][CH2:30]1. The yield is 0.930. (7) The reactants are [N:1]1([CH2:6][CH2:7][O:8][C:9]2[CH:18]=[C:17]3[C:12]([C:13](=[O:27])[N:14](COC(=O)C(C)(C)C)[CH:15]=[N:16]3)=[CH:11][C:10]=2[O:28][CH3:29])[CH:5]=[CH:4][N:3]=[CH:2]1. The catalyst is N. The product is [N:1]1([CH2:6][CH2:7][O:8][C:9]2[CH:18]=[C:17]3[C:12]([C:13](=[O:27])[NH:14][CH:15]=[N:16]3)=[CH:11][C:10]=2[O:28][CH3:29])[CH:5]=[CH:4][N:3]=[CH:2]1. The yield is 0.900.